From a dataset of Full USPTO retrosynthesis dataset with 1.9M reactions from patents (1976-2016). Predict the reactants needed to synthesize the given product. (1) Given the product [CH3:18][C:16]1[NH:15][N:14]=[C:13]([NH:12][C:4]2[N:3]=[C:2]([C:25]3[CH:26]=[C:21]([CH:22]=[CH:23][CH:24]=3)[C:19]#[N:20])[C:11]3[C:6]([CH:5]=2)=[CH:7][CH:8]=[CH:9][CH:10]=3)[CH:17]=1, predict the reactants needed to synthesize it. The reactants are: Cl[C:2]1[C:11]2[C:6](=[CH:7][CH:8]=[CH:9][CH:10]=2)[CH:5]=[C:4]([NH:12][C:13]2[CH:17]=[C:16]([CH3:18])[NH:15][N:14]=2)[N:3]=1.[C:19]([C:21]1[CH:22]=[C:23](B(O)O)[CH:24]=[CH:25][CH:26]=1)#[N:20]. (2) The reactants are: [C:1]1([CH:7]([C:13]2[CH:18]=[CH:17][CH:16]=[CH:15][CH:14]=2)[C:8]([N:10]=[C:11]=[O:12])=[O:9])[CH:6]=[CH:5][CH:4]=[CH:3][CH:2]=1.[CH2:19]([OH:22])[CH:20]=[CH2:21]. Given the product [CH2:19]([O:22][C:11](=[O:12])[NH:10][C:8](=[O:9])[CH:7]([C:1]1[CH:6]=[CH:5][CH:4]=[CH:3][CH:2]=1)[C:13]1[CH:18]=[CH:17][CH:16]=[CH:15][CH:14]=1)[CH:20]=[CH2:21], predict the reactants needed to synthesize it. (3) Given the product [CH2:15]([NH:22][C:5]1[CH2:4][CH2:3][C:2]([F:14])([F:1])[CH2:7][C:6]=1[C:8]([O:10][CH2:11][CH3:12])=[O:9])[C:16]1[CH:21]=[CH:20][CH:19]=[CH:18][CH:17]=1, predict the reactants needed to synthesize it. The reactants are: [F:1][C:2]1([F:14])[CH2:7][C:6]([C:8]([O:10][CH2:11][CH3:12])=[O:9])=[C:5](O)[CH2:4][CH2:3]1.[CH2:15]([NH2:22])[C:16]1[CH:21]=[CH:20][CH:19]=[CH:18][CH:17]=1. (4) Given the product [N:22]1([CH2:27][CH2:28][NH:29][C:30]([C:32]2[C:36]([CH3:37])=[C:35]([CH:38]=[C:12]3[C:11]4[C:15](=[CH:16][CH:17]=[CH:18][C:10]=4[C:7]4[CH:6]=[CH:5][C:4]([O:3][C:2]([F:1])([F:20])[F:21])=[CH:9][CH:8]=4)[NH:14][C:13]3=[O:19])[NH:34][C:33]=2[CH3:40])=[O:31])[CH:26]=[CH:25][N:24]=[N:23]1, predict the reactants needed to synthesize it. The reactants are: [F:1][C:2]([F:21])([F:20])[O:3][C:4]1[CH:9]=[CH:8][C:7]([C:10]2[CH:18]=[CH:17][CH:16]=[C:15]3[C:11]=2[CH2:12][C:13](=[O:19])[NH:14]3)=[CH:6][CH:5]=1.[N:22]1([CH2:27][CH2:28][NH:29][C:30]([C:32]2[C:36]([CH3:37])=[C:35]([CH:38]=O)[NH:34][C:33]=2[CH3:40])=[O:31])[CH:26]=[CH:25][N:24]=[N:23]1. (5) Given the product [C:7]([C:6]1[CH:9]=[CH:10][C:3]([CH:1]2[C:15]3[C:16](=[O:20])[NH:17][CH:18]=[CH:19][C:14]=3[NH:13][C:22]([CH3:31])=[C:23]2[C:24]([O:26][CH2:27][CH2:28][C:29]#[N:30])=[O:25])=[C:4]([O:11][CH3:12])[CH:5]=1)#[N:8], predict the reactants needed to synthesize it. The reactants are: [CH:1]([C:3]1[CH:10]=[CH:9][C:6]([C:7]#[N:8])=[CH:5][C:4]=1[O:11][CH3:12])=O.[NH2:13][C:14]1[CH:19]=[CH:18][NH:17][C:16](=[O:20])[CH:15]=1.O=[C:22]([CH3:31])[CH2:23][C:24]([O:26][CH2:27][CH2:28][C:29]#[N:30])=[O:25]. (6) Given the product [C:43]([NH:30][S:27]([N:24]1[CH2:25][CH2:26][CH:21]([NH:20][C:4]2[N:3]=[C:2]([NH2:1])[C:7]([C:8](=[O:19])[C:9]3[C:14]([O:15][CH3:16])=[CH:13][CH:12]=[C:11]([F:17])[C:10]=3[F:18])=[CH:6][N:5]=2)[CH2:22][CH2:23]1)(=[O:28])=[O:29])(=[O:44])[CH3:42], predict the reactants needed to synthesize it. The reactants are: [NH2:1][C:2]1[C:7]([C:8](=[O:19])[C:9]2[C:14]([O:15][CH3:16])=[CH:13][CH:12]=[C:11]([F:17])[C:10]=2[F:18])=[CH:6][N:5]=[C:4]([NH:20][CH:21]2[CH2:26][CH2:25][N:24]([S:27]([NH2:30])(=[O:29])=[O:28])[CH2:23][CH2:22]2)[N:3]=1.CN(C1C=CC=CN=1)C.CN1CC[O:44][CH2:43][CH2:42]1.